Dataset: Forward reaction prediction with 1.9M reactions from USPTO patents (1976-2016). Task: Predict the product of the given reaction. (1) The product is: [CH3:11][C:12]1[CH:17]=[CH:16][C:15]([S:18]([N:21]2[CH:25]=[CH:24][C:23]([C:26](=[O:28])[CH2:27][C:29](=[O:35])[C:30]([O:32][CH2:33][CH3:34])=[O:31])=[N:22]2)(=[O:20])=[O:19])=[CH:14][CH:13]=1. Given the reactants C[Si]([N-][Si](C)(C)C)(C)C.[Li+].[CH3:11][C:12]1[CH:17]=[CH:16][C:15]([S:18]([N:21]2[CH:25]=[CH:24][C:23]([C:26](=[O:28])[CH3:27])=[N:22]2)(=[O:20])=[O:19])=[CH:14][CH:13]=1.[C:29](OCC)(=[O:35])[C:30]([O:32][CH2:33][CH3:34])=[O:31].C(OCC)C, predict the reaction product. (2) Given the reactants [C:1]([C:5]1[CH:6]=[C:7]([N+:15]([O-:17])=[O:16])[C:8]([O:13][CH3:14])=[C:9]([C:11]#[CH:12])[CH:10]=1)([CH3:4])([CH3:3])[CH3:2].CN(C=O)C.CO.[N:25]([Si](C)(C)C)=[N+:26]=[N-:27], predict the reaction product. The product is: [C:1]([C:5]1[CH:6]=[C:7]([N+:15]([O-:17])=[O:16])[C:8]([O:13][CH3:14])=[C:9]([C:11]2[NH:27][N:26]=[N:25][CH:12]=2)[CH:10]=1)([CH3:4])([CH3:2])[CH3:3]. (3) Given the reactants Cl.Cl.[O:3]1[C:12]2[C:7](=[CH:8][CH:9]=[CH:10][CH:11]=2)[C@H:6]([NH:13][C:14]([C@@H:16]2[CH2:21][N:20]3[CH2:22][C@H:23]([O:25][CH2:26][CH3:27])[CH2:24][C@@H:19]3[CH2:18][NH:17]2)=[O:15])[CH2:5][CH2:4]1.C(N(CC)C(C)C)(C)C.[C:37]([O:41][C:42]([NH:44][C@@H:45]([CH:49]1[CH2:54][CH2:53][CH2:52][CH2:51][CH2:50]1)[C:46](O)=[O:47])=[O:43])([CH3:40])([CH3:39])[CH3:38].F[P-](F)(F)(F)(F)F.N1(OC(N(C)C)=[N+](C)C)C2N=CC=CC=2N=N1, predict the reaction product. The product is: [C:37]([O:41][C:42](=[O:43])[NH:44][C@@H:45]([CH:49]1[CH2:50][CH2:51][CH2:52][CH2:53][CH2:54]1)[C:46]([N:17]1[C@H:16]([C:14](=[O:15])[NH:13][C@H:6]2[C:7]3[C:12](=[CH:11][CH:10]=[CH:9][CH:8]=3)[O:3][CH2:4][CH2:5]2)[CH2:21][N:20]2[CH2:22][C@H:23]([O:25][CH2:26][CH3:27])[CH2:24][C@@H:19]2[CH2:18]1)=[O:47])([CH3:40])([CH3:38])[CH3:39]. (4) Given the reactants [NH2:1][CH2:2][CH:3]1[CH2:8][CH2:7][NH:6][CH2:5][CH2:4]1.C(=O)([O-])[O-].[K+].[K+].[CH2:15](Cl)[C:16]1[CH:21]=[CH:20][CH:19]=[CH:18][CH:17]=1, predict the reaction product. The product is: [CH2:15]([N:6]1[CH2:7][CH2:8][CH:3]([CH2:2][NH2:1])[CH2:4][CH2:5]1)[C:16]1[CH:21]=[CH:20][CH:19]=[CH:18][CH:17]=1. (5) Given the reactants [C:1]1([OH:11])[C:10]2[C:5](=[CH:6][CH:7]=[CH:8][CH:9]=2)[CH:4]=[CH:3][CH:2]=1.[CH2:12]([O:15][C:16]1[C:23]([O:24][CH3:25])=[CH:22][C:19]([CH:20]=O)=[CH:18][C:17]=1[Br:26])[CH:13]=[CH2:14].[C:27]([CH2:29][C:30]([O:32][CH2:33][CH3:34])=[O:31])#[N:28].N1CCCCC1, predict the reaction product. The product is: [CH2:33]([O:32][C:30]([C:29]1[CH:20]([C:19]2[CH:22]=[C:23]([O:24][CH3:25])[C:16]([O:15][CH2:12][CH:13]=[CH2:14])=[C:17]([Br:26])[CH:18]=2)[C:2]2[C:1](=[C:10]3[CH:9]=[CH:8][CH:7]=[CH:6][C:5]3=[CH:4][CH:3]=2)[O:11][C:27]=1[NH2:28])=[O:31])[CH3:34].